Dataset: Human Reference Interactome with 51,813 positive PPI pairs across 8,248 proteins, plus equal number of experimentally-validated negative pairs. Task: Binary Classification. Given two protein amino acid sequences, predict whether they physically interact or not. Protein 1 (ENSG00000169410) has sequence MAPELTPEEEQATKQFLEEINKWTVQYNVSPLSWNVAVKFLMARKFDVLRAIELFHSYRETRRKEGIVKLKPHEEPLRSEILSGKFTILNVRDPTGASIALFTARLHHPHKSVQHVVLQALFYLLDRAVDSFETQRNGLVFIYDMCGSNYANFELDLGKKVLNLLKGAFPARLKKVLIVGAPIWFRVPYSIISLLLKDKVRERIQILKTSEVTQHLPRECLPENLGGYVKIDLATWNFQFLPQVNGHPDPFDEIILFSLPPALDWDSVHVPGPHAMTIQELVDYVNARQKQGIYEEYEDI.... Protein 2 (ENSG00000153233) has sequence MRRAVCFPALCLLLNLHAAGCFSGNNDHFLAINQKKSGKPVFIYKHSQDIEKSLDIAPQKIYRHSYHSSSEAQVSKRHQIVNSAFPRPAYDPSLNLLAMDGQDLEVENLPIPAANVIVVTLQMDVNKLNITLLRIFRQGVAAALGLLPQQVHINRLIGKKNSIELFVSPINRKTGISDALPSEEVLRSLNINVLHQSLSQFGITEVSPEKNVLQGQHEADKIWSKEGFYAVVIFLSIFVIIVTCLMILYRLKERFQLSLRQDKEKNQEIHLSPITLQPALSEAKTVHSMVQPEQAPKVLN.... Result: 0 (the proteins do not interact).